This data is from Reaction yield outcomes from USPTO patents with 853,638 reactions. The task is: Predict the reaction yield, written as a fraction of the theoretical maximum amount of product (1.0 means a 100% yield; for example, 0.34 means a 34% yield). The reactants are FC(F)(F)C(O)=O.[CH:8]([N:11]1[C:15]([C:16]2[N:25]=[C:24]3[N:18]([CH2:19][CH2:20][O:21][C:22]4[CH:29]=[C:28]([CH:30]5[CH2:35][CH2:34][NH:33][CH2:32][CH2:31]5)[CH:27]=[CH:26][C:23]=43)[CH:17]=2)=[N:14][CH:13]=[N:12]1)([CH3:10])[CH3:9].C(=O)([O-])[O-].[K+].[K+].[CH:42]([NH:45][C:46](=[O:49])[CH2:47]Cl)([CH3:44])[CH3:43]. The catalyst is C1COCC1. The product is [CH:42]([NH:45][C:46](=[O:49])[CH2:47][N:33]1[CH2:34][CH2:35][CH:30]([C:28]2[CH:27]=[CH:26][C:23]3[C:24]4[N:18]([CH:17]=[C:16]([C:15]5[N:11]([CH:8]([CH3:10])[CH3:9])[N:12]=[CH:13][N:14]=5)[N:25]=4)[CH2:19][CH2:20][O:21][C:22]=3[CH:29]=2)[CH2:31][CH2:32]1)([CH3:44])[CH3:43]. The yield is 0.530.